From a dataset of HIV replication inhibition screening data with 41,000+ compounds from the AIDS Antiviral Screen. Binary Classification. Given a drug SMILES string, predict its activity (active/inactive) in a high-throughput screening assay against a specified biological target. (1) The compound is Cl.Cn1ccnc1CCc1ccc(Cl)c(Cl)c1. The result is 0 (inactive). (2) The compound is N#CC(c1ccc(Cl)cc1)c1cccc(C(C#N)c2ccc(Cl)cc2)n1. The result is 0 (inactive).